Dataset: Catalyst prediction with 721,799 reactions and 888 catalyst types from USPTO. Task: Predict which catalyst facilitates the given reaction. (1) Reactant: C[O:2][C:3]([C:5]1[CH:6]=[CH:7][C:8]2[CH:12]=[CH:11][S:10][C:9]=2[C:13]=1[O:14][CH2:15][C:16]1[CH:21]=[CH:20][C:19]([C:22]([F:25])([F:24])[F:23])=[CH:18][CH:17]=1)=[O:4].[Li+].[OH-].Cl. Product: [F:24][C:22]([F:23])([F:25])[C:19]1[CH:20]=[CH:21][C:16]([CH2:15][O:14][C:13]2[C:9]3[S:10][CH:11]=[CH:12][C:8]=3[CH:7]=[CH:6][C:5]=2[C:3]([OH:4])=[O:2])=[CH:17][CH:18]=1. The catalyst class is: 155. (2) Reactant: [K].[C:2]([C:6]1[CH:11]=[CH:10][C:9]([S:12]([NH:15][C:16]2[C:21]([O:22][C:23]3[CH:28]=[CH:27][CH:26]=[CH:25][C:24]=3[O:29][CH3:30])=[C:20](Cl)[N:19]=[C:18]([C:32]3[N:37]=[CH:36][CH:35]=[CH:34][N:33]=3)[N:17]=2)(=[O:14])=[O:13])=[CH:8][CH:7]=1)([CH3:5])([CH3:4])[CH3:3].[OH-].[Ba+2].[OH-].[CH2:41]([OH:44])[CH2:42][OH:43].C1(C)C=CC=CC=1. Product: [CH3:3][C:2]([C:6]1[CH:11]=[CH:10][C:9]([S:12]([NH:15][C:16]2[C:21]([O:22][C:23]3[CH:28]=[CH:27][CH:26]=[CH:25][C:24]=3[O:29][CH3:30])=[C:20]([O:43][CH2:42][CH2:41][OH:44])[N:19]=[C:18]([C:32]3[N:37]=[CH:36][CH:35]=[CH:34][N:33]=3)[N:17]=2)(=[O:14])=[O:13])=[CH:8][CH:7]=1)([CH3:5])[CH3:4]. The catalyst class is: 97. (3) The catalyst class is: 2. Product: [CH3:1][O:2][CH2:3][C@H:4]1[CH2:10][N:9]([C:27](=[O:28])[NH:26][C:29]2[CH:30]=[CH:31][C:32]([O:35][CH3:36])=[CH:33][CH:34]=2)[CH2:8][C:7]2[CH:11]=[CH:12][C:13]([C:15]([O:17][CH3:18])=[O:16])=[CH:14][C:6]=2[O:5]1. Reactant: [CH3:1][O:2][CH2:3][C@H:4]1[CH2:10][NH:9][CH2:8][C:7]2[CH:11]=[CH:12][C:13]([C:15]([O:17][CH3:18])=[O:16])=[CH:14][C:6]=2[O:5]1.CCN(CC)CC.[N:26]([C:29]1[CH:34]=[CH:33][C:32]([O:35][CH3:36])=[CH:31][CH:30]=1)=[C:27]=[O:28]. (4) Reactant: [Cl:1][C:2]1[N:7]=[C:6]([O:8][C:9]2([CH2:12][OH:13])[CH2:11][CH2:10]2)[C:5]([O:14]C)=[C:4]([Cl:16])[N:3]=1.[Cl-].[Li+]. Product: [Cl:1][C:2]1[N:3]=[C:4]([Cl:16])[C:5]([OH:14])=[C:6]([O:8][C:9]2([CH2:12][OH:13])[CH2:10][CH2:11]2)[N:7]=1. The catalyst class is: 3. (5) Reactant: C1(C)C=CC=CC=1.O.C1(C)C=CC(S(O)(=O)=O)=CC=1.[CH2:20]([CH:24]1[CH2:28][CH2:27][C:26]([C:30]2[CH:35]=[CH:34][C:33]([O:36][CH2:37][CH3:38])=[C:32]([F:39])[C:31]=2[F:40])(O)[CH2:25]1)[CH2:21][CH2:22][CH3:23]. Product: [CH2:20]([CH:24]1[CH2:28][CH2:27][C:26]([C:30]2[CH:35]=[CH:34][C:33]([O:36][CH2:37][CH3:38])=[C:32]([F:39])[C:31]=2[F:40])=[CH:25]1)[CH2:21][CH2:22][CH3:23]. The catalyst class is: 6. (6) Reactant: [NH2:1][C:2]1[CH:7]=[CH:6][C:5]([OH:8])=[CH:4][CH:3]=1.Cl[C:10]1[C:19]2[C:14](=[CH:15][C:16]([O:22][CH3:23])=[C:17]([O:20][CH3:21])[CH:18]=2)[N:13]=[CH:12][CH:11]=1.CC(C)([O-])C.[Na+].O. Product: [CH3:21][O:20][C:17]1[CH:18]=[C:19]2[C:14](=[CH:15][C:16]=1[O:22][CH3:23])[N:13]=[CH:12][CH:11]=[C:10]2[O:8][C:5]1[CH:6]=[CH:7][C:2]([NH2:1])=[CH:3][CH:4]=1. The catalyst class is: 80.